The task is: Regression. Given a peptide amino acid sequence and an MHC pseudo amino acid sequence, predict their binding affinity value. This is MHC class I binding data.. This data is from Peptide-MHC class I binding affinity with 185,985 pairs from IEDB/IMGT. (1) The peptide sequence is YSSHELWHF. The MHC is HLA-A02:12 with pseudo-sequence HLA-A02:12. The binding affinity (normalized) is 0.0847. (2) The peptide sequence is AAPIEHIASM. The MHC is Mamu-A01 with pseudo-sequence Mamu-A01. The binding affinity (normalized) is 0.543. (3) The peptide sequence is KTNDFAPAW. The MHC is HLA-B15:01 with pseudo-sequence HLA-B15:01. The binding affinity (normalized) is 0.213. (4) The peptide sequence is LLVSGSNVL. The MHC is HLA-A02:01 with pseudo-sequence HLA-A02:01. The binding affinity (normalized) is 0.330. (5) The peptide sequence is YKLCLSGDGW. The MHC is Mamu-B17 with pseudo-sequence Mamu-B17. The binding affinity (normalized) is 0.630. (6) The MHC is HLA-B18:01 with pseudo-sequence HLA-B18:01. The binding affinity (normalized) is 0.538. The peptide sequence is DIAEHGAYY. (7) The peptide sequence is NGYRWQHQI. The MHC is HLA-A26:01 with pseudo-sequence HLA-A26:01. The binding affinity (normalized) is 0.0847. (8) The peptide sequence is YTPKVVGG. The MHC is Mamu-A01 with pseudo-sequence Mamu-A01. The binding affinity (normalized) is 0.368. (9) The peptide sequence is SVFHEHIFK. The MHC is HLA-B27:05 with pseudo-sequence HLA-B27:05. The binding affinity (normalized) is 0.0847.